From a dataset of Reaction yield outcomes from USPTO patents with 853,638 reactions. Predict the reaction yield, written as a fraction of the theoretical maximum amount of product (1.0 means a 100% yield; for example, 0.34 means a 34% yield). (1) The reactants are CO[C:3]([CH2:5][C:6]([NH2:8])=[O:7])=[O:4].C[Si](C)(C)[O-].[K+].Cl.Cl.Cl.[Cl:18][C:19]1[C:20]([N:29]2[CH2:34][CH2:33][N:32]([CH2:35][CH2:36][C@H:37]3[CH2:42][CH2:41][C@H:40]([NH2:43])[CH2:39][CH2:38]3)[CH2:31][CH2:30]2)=[N:21][CH:22]=[C:23]([C:25]([F:28])([F:27])[F:26])[CH:24]=1.CCN(C(C)C)C(C)C.CN(C(ON1N=NC2C=CC=CC1=2)=[N+](C)C)C.[B-](F)(F)(F)F. The catalyst is C(Cl)Cl. The product is [Cl:18][C:19]1[C:20]([N:29]2[CH2:34][CH2:33][N:32]([CH2:35][CH2:36][C@H:37]3[CH2:42][CH2:41][C@H:40]([NH:43][C:3](=[O:4])[CH2:5][C:6]([NH2:8])=[O:7])[CH2:39][CH2:38]3)[CH2:31][CH2:30]2)=[N:21][CH:22]=[C:23]([C:25]([F:27])([F:28])[F:26])[CH:24]=1. The yield is 0.180. (2) The reactants are [Cl:1][C:2]1[CH:3]=[C:4]2[C:9](=[CH:10][C:11]=1[O:12][C:13]1[CH:18]=[CH:17][C:16]([C:19](=[O:35])[NH:20][CH2:21][CH2:22][C:23]3[CH:28]=[CH:27][C:26]([C:29]([F:32])([F:31])[F:30])=[CH:25][C:24]=3[O:33][CH3:34])=[CH:15][CH:14]=1)[O:8][CH2:7][CH2:6][CH:5]2[C:36]([O:38]CC)=[O:37].[OH-].[Na+].C(O)C. The catalyst is O1CCCC1.C(OCC)(=O)C.Cl. The product is [Cl:1][C:2]1[CH:3]=[C:4]2[C:9](=[CH:10][C:11]=1[O:12][C:13]1[CH:18]=[CH:17][C:16]([C:19](=[O:35])[NH:20][CH2:21][CH2:22][C:23]3[CH:28]=[CH:27][C:26]([C:29]([F:30])([F:32])[F:31])=[CH:25][C:24]=3[O:33][CH3:34])=[CH:15][CH:14]=1)[O:8][CH2:7][CH2:6][CH:5]2[C:36]([OH:38])=[O:37]. The yield is 0.641.